Dataset: Catalyst prediction with 721,799 reactions and 888 catalyst types from USPTO. Task: Predict which catalyst facilitates the given reaction. (1) The catalyst class is: 95. Reactant: [Br:1][C:2]1[CH:10]=[C:9]2[C:5]([C:6]([C:16]([C:22]3[CH:23]=[C:24]4[C:28](=[CH:29][CH:30]=3)[N:27]([C:31]3[CH:36]=[CH:35][C:34]([F:37])=[CH:33][CH:32]=3)[N:26]=[CH:25]4)([OH:21])[C:17]([F:20])([F:19])[F:18])=[CH:7][N:8]2[CH2:11][CH:12]([OH:15])CO)=[CH:4][CH:3]=1.I([O-])(=O)(=O)=O.[Na+]. Product: [Br:1][C:2]1[CH:10]=[C:9]2[C:5]([C:6]([C:16]([C:22]3[CH:23]=[C:24]4[C:28](=[CH:29][CH:30]=3)[N:27]([C:31]3[CH:32]=[CH:33][C:34]([F:37])=[CH:35][CH:36]=3)[N:26]=[CH:25]4)([OH:21])[C:17]([F:18])([F:19])[F:20])=[CH:7][N:8]2[CH2:11][CH:12]=[O:15])=[CH:4][CH:3]=1. (2) Reactant: [H-].[Na+].[Br:3][C:4]1[CH:9]=[CH:8][C:7]([SH:10])=[CH:6][CH:5]=1.[CH3:11][O:12][CH:13]([O:16][CH3:17])[CH2:14]Br. Product: [Br:3][C:4]1[CH:9]=[CH:8][C:7]([S:10][CH2:14][CH:13]([O:16][CH3:17])[O:12][CH3:11])=[CH:6][CH:5]=1. The catalyst class is: 1. (3) Reactant: [Li+].[BH4-].[Br:3][C:4]1[CH:5]=[C:6]([CH2:12][C:13](OC)=[O:14])[CH:7]=[CH:8][C:9]=1[C:10]#[N:11].O. Product: [Br:3][C:4]1[CH:5]=[C:6]([CH2:12][CH2:13][OH:14])[CH:7]=[CH:8][C:9]=1[C:10]#[N:11]. The catalyst class is: 1. (4) Reactant: [CH2:1]([O:3][C:4]1[CH:5]=[C:6]([CH:14]2[C:19]([C:20]3[CH:21]=[C:22]([CH:25]=[CH:26][CH:27]=3)C#N)=C(C3C=CC=CC=3)[NH:17][C:16](=[O:34])[NH:15]2)[CH:7]=[C:8]([N+]([O-])=O)[C:9]=1[OH:10])C.[CH2:35]([O:37][C:38]1[CH:39]=[C:40]([CH:43]=[C:44]([N+:47]([O-:49])=[O:48])[C:45]=1[OH:46])[CH:41]=O)[CH3:36].NC(N)=O.Cl. Product: [O:10]1[C:9]2[CH:8]=[CH:7][C:6]([C:14]3[NH:15][C:16](=[O:34])[NH:17][CH:41]([C:40]4[CH:43]=[C:44]([N+:47]([O-:49])=[O:48])[C:45]([OH:46])=[C:38]([O:37][CH2:35][CH3:36])[CH:39]=4)[C:19]=3[C:20]3[CH:27]=[CH:26][CH:25]=[CH:22][CH:21]=3)=[CH:5][C:4]=2[O:3][CH2:1]1. The catalyst class is: 8.